This data is from Reaction yield outcomes from USPTO patents with 853,638 reactions. The task is: Predict the reaction yield, written as a fraction of the theoretical maximum amount of product (1.0 means a 100% yield; for example, 0.34 means a 34% yield). (1) The reactants are [Cl:1][C:2]([Cl:45])([Cl:44])[CH2:3][O:4][C:5]([C@@H:7]1[CH2:12][CH2:11][CH2:10][N:9]([C:13](=[O:43])[C@@H:14]([NH:35][C:36](OC(C)(C)C)=[O:37])[C@H:15]([O:17][Si:18]([C:31]([CH3:34])([CH3:33])[CH3:32])([C:25]2[CH:30]=[CH:29][CH:28]=[CH:27][CH:26]=2)[C:19]2[CH:24]=[CH:23][CH:22]=[CH:21][CH:20]=2)[CH3:16])[NH:8]1)=[O:6].FC(F)(F)S(O[Si](C)(C)C)(=O)=O.C(N(CC)C(C)C)(C)C.[C:67]([O:71][C:72]([NH:74][C@@H:75]([CH:79]([CH3:81])[CH3:80])C(O)=O)=[O:73])([CH3:70])([CH3:69])[CH3:68].C[NH3+].F[P-](F)(F)(F)(F)F.N1(OC(N(C)C)=[N+](C)C)C2N=CC=CC=2N=N1.F[P-](F)(F)(F)(F)F. The catalyst is ClCCl.C(#N)C. The product is [Cl:44][C:2]([Cl:1])([Cl:45])[CH2:3][O:4][C:5]([C@@H:7]1[CH2:12][CH2:11][CH2:10][N:9]([C:13](=[O:43])[C@@H:14]([NH:35][C:36](=[O:37])[C@@H:75]([NH:74][C:72]([O:71][C:67]([CH3:69])([CH3:68])[CH3:70])=[O:73])[CH:79]([CH3:81])[CH3:80])[C@H:15]([O:17][Si:18]([C:31]([CH3:34])([CH3:32])[CH3:33])([C:19]2[CH:24]=[CH:23][CH:22]=[CH:21][CH:20]=2)[C:25]2[CH:30]=[CH:29][CH:28]=[CH:27][CH:26]=2)[CH3:16])[NH:8]1)=[O:6]. The yield is 0.460. (2) The reactants are [CH2:1]([O:3][C:4]([C:7]1[CH:11]=[C:10]([NH:12][C:13](=[O:21])OC2C=CC=CC=2)[N:9]([C:22]2[CH:27]=[CH:26][CH:25]=[CH:24][CH:23]=2)[N:8]=1)([CH3:6])[CH3:5])[CH3:2].[CH3:28][O:29][C:30]1[CH:31]=[C:32]2[C:37](=[CH:38][C:39]=1[O:40][CH2:41][CH2:42][O:43][CH3:44])[N:36]=[CH:35][N:34]=[C:33]2[S:45][C:46]1[CH:47]=[C:48]([CH:50]=[CH:51][CH:52]=1)[NH2:49].C(N(CC)C(C)C)(C)C. The catalyst is C1COCC1. The product is [CH2:1]([O:3][C:4]([C:7]1[CH:11]=[C:10]([NH:12][C:13]([NH:49][C:48]2[CH:50]=[CH:51][CH:52]=[C:46]([S:45][C:33]3[C:32]4[C:37](=[CH:38][C:39]([O:40][CH2:41][CH2:42][O:43][CH3:44])=[C:30]([O:29][CH3:28])[CH:31]=4)[N:36]=[CH:35][N:34]=3)[CH:47]=2)=[O:21])[N:9]([C:22]2[CH:23]=[CH:24][CH:25]=[CH:26][CH:27]=2)[N:8]=1)([CH3:5])[CH3:6])[CH3:2]. The yield is 0.540. (3) The reactants are C([O:3][C:4]([C:6]1[CH:7]=[N:8][N:9]([CH3:11])[CH:10]=1)=[O:5])C.[OH-].[Na+]. The catalyst is C(O)C. The product is [CH3:11][N:9]1[CH:10]=[C:6]([C:4]([OH:5])=[O:3])[CH:7]=[N:8]1. The yield is 0.746. (4) The reactants are Br[C:2]1[CH:16]=[CH:15][C:5]([O:6][CH2:7][CH2:8][N:9]2[CH2:14][CH2:13][O:12][CH2:11][CH2:10]2)=[CH:4][CH:3]=1.[CH3:17][C:18]1([CH3:32])[CH2:23][O:22][B:21]([B:21]2[O:22][CH2:23][C:18]([CH3:32])([CH3:17])[CH2:19][O:20]2)[O:20][CH2:19]1.CC([O-])=O.[K+].C(OCC)(=O)C. The catalyst is O1CCOCC1.C1C=CC(P(C2C=CC=CC=2)[C-]2C=CC=C2)=CC=1.C1C=CC(P(C2C=CC=CC=2)[C-]2C=CC=C2)=CC=1.Cl[Pd]Cl.[Fe+2]. The product is [CH3:17][C:18]1([CH3:32])[CH2:23][O:22][B:21]([C:2]2[CH:16]=[CH:15][C:5]([O:6][CH2:7][CH2:8][N:9]3[CH2:14][CH2:13][O:12][CH2:11][CH2:10]3)=[CH:4][CH:3]=2)[O:20][CH2:19]1. The yield is 0.340. (5) The reactants are [F:1][C:2]([F:29])([F:28])[C:3]1[CH:4]=[C:5]([C:9]([CH3:27])=[CH:10][C:11]([C:13]2[CH:18]=[CH:17][C:16]([C:19]3[CH:24]=[CH:23][C:22](C=O)=[CH:21][CH:20]=3)=[CH:15][CH:14]=2)=[O:12])[CH:6]=[CH:7][CH:8]=1.CN1CCC(=C2[C:45]3[N:46]=[CH:47]C=[CH:49][C:44]=3[CH2:43]CC3C=CC=CC2=3)CC1.[CH:52](=[O:59])C1C=CC=CC=1.Cl.N(CC(O)=[O:65])C. No catalyst specified. The product is [CH3:52][O:59][C:43]([CH:44]1[CH2:49][N:46]([CH2:47][C:22]2[CH:23]=[CH:24][C:19]([C:16]3[CH:17]=[CH:18][C:13]([C:11](=[O:12])[CH:10]=[C:9]([C:5]4[CH:6]=[CH:7][CH:8]=[C:3]([C:2]([F:1])([F:29])[F:28])[CH:4]=4)[CH3:27])=[CH:14][CH:15]=3)=[CH:20][CH:21]=2)[CH2:45]1)=[O:65]. The yield is 0.580.